Predict the product of the given reaction. From a dataset of Forward reaction prediction with 1.9M reactions from USPTO patents (1976-2016). (1) Given the reactants [CH3:1][C:2]1[CH:3]=[N:4][C:5]2[C:10]([CH:11]=1)=[CH:9][CH:8]=[CH:7][CH:6]=2.[Br:12]N1C(=O)CCC1=O.N(C(C)(C)C#N)=NC(C)(C)C#N, predict the reaction product. The product is: [Br:12][CH2:1][C:2]1[CH:3]=[N:4][C:5]2[C:10]([CH:11]=1)=[CH:9][CH:8]=[CH:7][CH:6]=2. (2) The product is: [C:19]1([CH3:46])[CH:24]=[CH:23][C:22]([C:25]([C@@:27]([C:43]([OH:45])=[O:44])([OH:42])[C@@:28]([C:33]([C:35]2[CH:36]=[CH:37][C:38]([CH3:41])=[CH:39][CH:40]=2)=[O:34])([OH:32])[C:29]([OH:31])=[O:30])=[O:26])=[CH:21][CH:20]=1.[CH2:3]([N:10]1[CH2:15][CH2:14][C@@H:13]([CH3:16])[C@@H:12]([NH:17][CH3:18])[CH2:11]1)[C:4]1[CH:5]=[CH:6][CH:7]=[CH:8][CH:9]=1. Given the reactants Cl.Cl.[CH2:3]([N:10]1[CH2:15][CH2:14][C@H:13]([CH3:16])[C@H:12]([NH:17][CH3:18])[CH2:11]1)[C:4]1[CH:9]=[CH:8][CH:7]=[CH:6][CH:5]=1.[C:19]1([CH3:46])[CH:24]=[CH:23][C:22]([C:25]([C@@:27]([C:43]([OH:45])=[O:44])([OH:42])[C@@:28]([C:33]([C:35]2[CH:40]=[CH:39][C:38]([CH3:41])=[CH:37][CH:36]=2)=[O:34])([OH:32])[C:29]([OH:31])=[O:30])=[O:26])=[CH:21][CH:20]=1.[OH-].[Na+], predict the reaction product. (3) Given the reactants C(O)C.C([BH3-])#N.[Na+].[CH2:8]([O:10][C:11]1[CH:16]=[CH:15][C:14]([CH:17]2[CH2:22][CH2:21][CH:20]([CH:23]([CH:31]=[O:32])[CH2:24][CH2:25][C:26]([O:28]CC)=O)[CH2:19][CH2:18]2)=[C:13]([F:33])[C:12]=1[F:34])[CH3:9].Cl, predict the reaction product. The product is: [CH2:8]([O:10][C:11]1[CH:16]=[CH:15][C:14]([CH:17]2[CH2:22][CH2:21][CH:20]([CH:23]3[CH2:31][O:32][C:26](=[O:28])[CH2:25][CH2:24]3)[CH2:19][CH2:18]2)=[C:13]([F:33])[C:12]=1[F:34])[CH3:9]. (4) The product is: [CH3:29][C:23]1[CH:24]=[C:25]([CH3:28])[CH:26]=[CH:27][C:22]=1[C:5]#[C:4][CH2:3][CH2:2][C:1]([NH:7][CH2:8][CH2:9][NH:10][C:11](=[O:20])[O:12][CH2:13][C:14]1[CH:15]=[CH:16][CH:17]=[CH:18][CH:19]=1)=[O:6]. Given the reactants [C:1]([NH:7][CH2:8][CH2:9][NH:10][C:11](=[O:20])[O:12][CH2:13][C:14]1[CH:19]=[CH:18][CH:17]=[CH:16][CH:15]=1)(=[O:6])[CH2:2][CH2:3][C:4]#[CH:5].I[C:22]1[CH:27]=[CH:26][C:25]([CH3:28])=[CH:24][C:23]=1[CH3:29], predict the reaction product. (5) Given the reactants Cl[C:2]1[N:3]=[CH:4][C:5]2[C:10]([CH:11]=1)=[C:9]([N+:12]([O-])=O)[CH:8]=[CH:7][CH:6]=2.[CH3:15][NH:16][CH3:17], predict the reaction product. The product is: [CH3:15][N:16]([CH3:17])[C:2]1[N:3]=[CH:4][C:5]2[CH:6]=[CH:7][CH:8]=[C:9]([NH2:12])[C:10]=2[CH:11]=1.